Dataset: NCI-60 drug combinations with 297,098 pairs across 59 cell lines. Task: Regression. Given two drug SMILES strings and cell line genomic features, predict the synergy score measuring deviation from expected non-interaction effect. (1) Drug 1: C1=CC(=CC=C1C#N)C(C2=CC=C(C=C2)C#N)N3C=NC=N3. Drug 2: COCCOC1=C(C=C2C(=C1)C(=NC=N2)NC3=CC=CC(=C3)C#C)OCCOC.Cl. Cell line: UACC-257. Synergy scores: CSS=-3.79, Synergy_ZIP=3.14, Synergy_Bliss=4.43, Synergy_Loewe=0.0434, Synergy_HSA=-0.639. (2) Drug 1: C1=NC2=C(N=C(N=C2N1C3C(C(C(O3)CO)O)F)Cl)N. Drug 2: C1=CC=C(C(=C1)C(C2=CC=C(C=C2)Cl)C(Cl)Cl)Cl. Cell line: SF-268. Synergy scores: CSS=-1.56, Synergy_ZIP=2.88, Synergy_Bliss=5.12, Synergy_Loewe=-0.833, Synergy_HSA=-0.292. (3) Drug 1: CN1CCC(CC1)COC2=C(C=C3C(=C2)N=CN=C3NC4=C(C=C(C=C4)Br)F)OC. Drug 2: C1CN(CCN1C(=O)CCBr)C(=O)CCBr. Cell line: HS 578T. Synergy scores: CSS=3.40, Synergy_ZIP=-1.19, Synergy_Bliss=1.58, Synergy_Loewe=-8.13, Synergy_HSA=-4.47. (4) Drug 1: C1CCC(C1)C(CC#N)N2C=C(C=N2)C3=C4C=CNC4=NC=N3. Drug 2: CCC1(CC2CC(C3=C(CCN(C2)C1)C4=CC=CC=C4N3)(C5=C(C=C6C(=C5)C78CCN9C7C(C=CC9)(C(C(C8N6C=O)(C(=O)OC)O)OC(=O)C)CC)OC)C(=O)OC)O.OS(=O)(=O)O. Cell line: OVCAR-8. Synergy scores: CSS=8.05, Synergy_ZIP=-0.888, Synergy_Bliss=1.06, Synergy_Loewe=-9.47, Synergy_HSA=-1.52. (5) Drug 1: C1CN1C2=NC(=NC(=N2)N3CC3)N4CC4. Drug 2: C1=CC=C(C(=C1)C(C2=CC=C(C=C2)Cl)C(Cl)Cl)Cl. Cell line: UACC-257. Synergy scores: CSS=13.6, Synergy_ZIP=-6.82, Synergy_Bliss=-3.30, Synergy_Loewe=-17.0, Synergy_HSA=-3.59. (6) Drug 1: C1C(C(OC1N2C=NC(=NC2=O)N)CO)O. Drug 2: COCCOC1=C(C=C2C(=C1)C(=NC=N2)NC3=CC=CC(=C3)C#C)OCCOC.Cl. Cell line: 786-0. Synergy scores: CSS=6.51, Synergy_ZIP=-3.24, Synergy_Bliss=-2.88, Synergy_Loewe=-1.60, Synergy_HSA=-1.34. (7) Drug 1: CC1C(C(CC(O1)OC2CC(CC3=C2C(=C4C(=C3O)C(=O)C5=C(C4=O)C(=CC=C5)OC)O)(C(=O)CO)O)N)O.Cl. Drug 2: CC(CN1CC(=O)NC(=O)C1)N2CC(=O)NC(=O)C2. Cell line: IGROV1. Synergy scores: CSS=4.56, Synergy_ZIP=-0.997, Synergy_Bliss=0.406, Synergy_Loewe=0.580, Synergy_HSA=0.577. (8) Drug 1: CC1=C(C=C(C=C1)C(=O)NC2=CC(=CC(=C2)C(F)(F)F)N3C=C(N=C3)C)NC4=NC=CC(=N4)C5=CN=CC=C5. Drug 2: C1CCC(C(C1)N)N.C(=O)(C(=O)[O-])[O-].[Pt+4]. Cell line: PC-3. Synergy scores: CSS=17.9, Synergy_ZIP=2.57, Synergy_Bliss=4.02, Synergy_Loewe=3.00, Synergy_HSA=2.69.